This data is from Full USPTO retrosynthesis dataset with 1.9M reactions from patents (1976-2016). The task is: Predict the reactants needed to synthesize the given product. (1) The reactants are: [CH:1]1(/[CH:7]=[CH:8]/[CH2:9]O)[CH2:6][CH2:5][CH2:4][CH2:3][CH2:2]1.N1C=CC=CC=1.P(Br)(Br)[Br:18]. Given the product [Br:18][CH2:9]/[CH:8]=[CH:7]/[CH:1]1[CH2:6][CH2:5][CH2:4][CH2:3][CH2:2]1, predict the reactants needed to synthesize it. (2) Given the product [CH3:7][C@H:8]1[C:15]([S:16][C@@H:17]2[CH2:21][NH:20][C@H:19]([C:22]([N:24]([CH3:25])[CH3:26])=[O:23])[CH2:18]2)=[C:14]([C:27]([OH:29])=[O:28])[N:13]2[C@H:9]1[C@@H:10]([C@H:30]([OH:32])[CH3:31])[C:11]2=[O:12], predict the reactants needed to synthesize it. The reactants are: C([O-])([O-])=O.[Na+].[Na+].[CH3:7][C@H:8]1[C:15]([S:16][C@@H:17]2[CH2:21][NH:20][C@H:19]([C:22]([N:24]([CH3:26])[CH3:25])=[O:23])[CH2:18]2)=[C:14]([C:27]([OH:29])=[O:28])[N:13]2[C@H:9]1[C@@H:10]([C@H:30]([OH:32])[CH3:31])[C:11]2=[O:12].C(=O)([O-])N. (3) The reactants are: [CH2:1]([C:3]1[CH:11]=[C:10]([CH3:12])[C:9]2[N:8](S(C3C=CC(C)=CC=3)(=O)=O)[CH:7]=[CH:6][C:5]=2[C:4]=1[CH:23]=[O:24])[CH3:2].[OH-].[K+]. Given the product [CH2:1]([C:3]1[CH:11]=[C:10]([CH3:12])[C:9]2[NH:8][CH:7]=[CH:6][C:5]=2[C:4]=1[CH:23]=[O:24])[CH3:2], predict the reactants needed to synthesize it. (4) The reactants are: [Cl:1][C:2]1[CH:7]=[CH:6][C:5]([C@@H:8]2[C@@H:13]([C@@H:14]([O:16][C:17]3[CH:22]=[CH:21][C:20](Cl)=[C:19](Cl)[CH:18]=3)[CH3:15])[CH2:12][CH2:11][N:10]([C:25]([CH:27]3[CH2:32][CH2:31][N:30]([C:33]4[CH:38]=[CH:37][C:36]([C:39]#[N:40])=[CH:35][N:34]=4)[CH2:29][CH2:28]3)=[O:26])[CH2:9]2)=[CH:4][CH:3]=1.N1CCCCC1.C(N1CC[C@H]([C@H]([OH:62])C)[C@@H](C2C=CC(Cl)=CC=2)C1)C1C=CC=CC=1.[F:70]C1C=CC(O)=CC=1.ClC(OC(Cl)=O)C.CCN(C(C)C)C(C)C. Given the product [C:39]([C:36]1[CH:37]=[CH:38][C:33]([N:30]2[CH2:31][CH2:32][CH:27]([C:25]([OH:26])=[O:62])[CH2:28][CH2:29]2)=[N:34][CH:35]=1)#[N:40].[Cl:1][C:2]1[CH:7]=[CH:6][C:5]([C@@H:8]2[C@@H:13]([C@@H:14]([O:16][C:17]3[CH:22]=[CH:21][C:20]([F:70])=[CH:19][CH:18]=3)[CH3:15])[CH2:12][CH2:11][N:10]([C:25]([CH:27]3[CH2:32][CH2:31][N:30]([C:33]4[CH:38]=[CH:37][C:36]([C:39]#[N:40])=[CH:35][N:34]=4)[CH2:29][CH2:28]3)=[O:26])[CH2:9]2)=[CH:4][CH:3]=1, predict the reactants needed to synthesize it.